Dataset: Full USPTO retrosynthesis dataset with 1.9M reactions from patents (1976-2016). Task: Predict the reactants needed to synthesize the given product. (1) Given the product [C:68]([C:67]1[CH:70]=[CH:71][C:64]([NH:63][C:30]([CH:20]2[NH:19][CH:18]([CH2:33][C:34]([CH3:37])([CH3:35])[CH3:36])[C:17]3([C:12]4[C:13](=[CH:14][C:9]([Cl:8])=[CH:10][CH:11]=4)[NH:15][C:16]3=[O:38])[CH:21]2[C:22]2[CH:27]=[C:26]([F:28])[CH:25]=[C:24]([Cl:29])[CH:23]=2)=[O:31])=[CH:65][CH:66]=1)#[N:69], predict the reactants needed to synthesize it. The reactants are: FC(F)(F)C(O)=O.[Cl:8][C:9]1[CH:14]=[C:13]2[NH:15][C:16](=[O:38])[C:17]3([CH:21]([C:22]4[CH:27]=[C:26]([F:28])[CH:25]=[C:24]([Cl:29])[CH:23]=4)[CH:20]([C:30](O)=[O:31])[NH:19][CH:18]3[CH2:33][C:34]([CH3:37])([CH3:36])[CH3:35])[C:12]2=[CH:11][CH:10]=1.C(N(C(C)C)CC)(C)C.C1(P(Cl)(C2C=CC=CC=2)=O)C=CC=CC=1.[NH2:63][C:64]1[CH:71]=[CH:70][C:67]([C:68]#[N:69])=[CH:66][CH:65]=1. (2) Given the product [CH3:26][O:25][C:24]1[CH:23]=[C:22]2[C:18]([C:19]([C:31]3[CH:32]=[CH:33][CH:34]=[CH:35][CH:36]=3)([C:27]([F:30])([F:28])[F:29])[O:20][CH2:21]2)=[CH:17][C:16]=1[CH2:15][NH:14][C@H:10]1[CH2:11][CH2:12][CH2:13][NH:8][C@H:9]1[C:37]1[CH:42]=[CH:41][CH:40]=[CH:39][CH:38]=1, predict the reactants needed to synthesize it. The reactants are: C(OC([N:8]1[CH2:13][CH2:12][CH2:11][C@H:10]([NH:14][CH2:15][C:16]2[CH:17]=[C:18]3[C:22](=[CH:23][C:24]=2[O:25][CH3:26])[CH2:21][O:20][C:19]3([C:31]2[CH:36]=[CH:35][CH:34]=[CH:33][CH:32]=2)[C:27]([F:30])([F:29])[F:28])[C@@H:9]1[C:37]1[CH:42]=[CH:41][CH:40]=[CH:39][CH:38]=1)=O)(C)(C)C.Cl.[OH-].[Na+]. (3) Given the product [Cl:1][C:2]1[C:6]([C:7]([NH2:8])=[O:17])=[C:5]([C:9]2[CH:14]=[CH:13][C:12]([O:15][CH3:16])=[CH:11][CH:10]=2)[S:4][N:3]=1, predict the reactants needed to synthesize it. The reactants are: [Cl:1][C:2]1[C:6]([C:7]#[N:8])=[C:5]([C:9]2[CH:14]=[CH:13][C:12]([O:15][CH3:16])=[CH:11][CH:10]=2)[S:4][N:3]=1.[OH-:17].[Na+].OO. (4) Given the product [Cl:16][C:17]1[CH:18]=[C:19]2[C:23](=[CH:24][CH:25]=1)[NH:22][N:21]=[C:20]2[CH2:26][N:12]1[C:28]([C:30]2[N:34]([CH3:35])[CH:33]=[C:32]([C:36]#[N:37])[CH:31]=2)=[C:9]2[C:10]([N:5]([CH2:4][CH:1]3[CH2:2][CH2:3]3)[C:6](=[O:15])[N:7]([CH3:14])[C:8]2=[O:13])=[N:11]1, predict the reactants needed to synthesize it. The reactants are: [CH:1]1([CH2:4][N:5]2[C:10]([NH:11][NH2:12])=[CH:9][C:8](=[O:13])[N:7]([CH3:14])[C:6]2=[O:15])[CH2:3][CH2:2]1.[Cl:16][C:17]1[CH:18]=[C:19]2[C:23](=[CH:24][CH:25]=1)[NH:22][N:21]=[C:20]2[CH:26]=O.[CH:28]([C:30]1[N:34]([CH3:35])[CH:33]=[C:32]([C:36]#[N:37])[CH:31]=1)=O.